This data is from Forward reaction prediction with 1.9M reactions from USPTO patents (1976-2016). The task is: Predict the product of the given reaction. (1) Given the reactants Cl[C:2]1[N:3]=[CH:4][C:5]2[N:11]([CH3:12])[C:10](=[O:13])[CH2:9][CH2:8][N:7]([CH:14]3[CH2:18][CH2:17][CH2:16][CH2:15]3)[C:6]=2[N:19]=1.[NH2:20][CH:21]1[CH2:26][CH2:25][N:24]([C:27]([O:29][CH2:30][CH3:31])=[O:28])[CH2:23][CH2:22]1.C(N(C(C)C)CC)(C)C, predict the reaction product. The product is: [CH:14]1([N:7]2[CH2:8][CH2:9][C:10](=[O:13])[N:11]([CH3:12])[C:5]3[CH:4]=[N:3][C:2]([NH:20][CH:21]4[CH2:22][CH2:23][N:24]([C:27]([O:29][CH2:30][CH3:31])=[O:28])[CH2:25][CH2:26]4)=[N:19][C:6]2=3)[CH2:18][CH2:17][CH2:16][CH2:15]1. (2) Given the reactants [C:1]([O:5][C:6]([N:8]1[CH2:12][CH2:11][CH2:10][C@H:9]1[CH2:13][OH:14])=[O:7])([CH3:4])([CH3:3])[CH3:2].[OH-].[K+].[CH2:17](Br)[C:18]#[CH:19], predict the reaction product. The product is: [CH2:19]([O:14][CH2:13][C@@H:9]1[CH2:10][CH2:11][CH2:12][N:8]1[C:6]([O:5][C:1]([CH3:4])([CH3:3])[CH3:2])=[O:7])[C:18]#[CH:17].